The task is: Predict which catalyst facilitates the given reaction.. This data is from Catalyst prediction with 721,799 reactions and 888 catalyst types from USPTO. (1) Reactant: F[P-](F)(F)(F)(F)F.N1(OC(N(C)C)=[N+](C)C)C2N=CC=CC=2N=N1.[C:25]([O:29][C:30]([NH:32][C@H:33]1[CH2:38][CH2:37][C@H:36]([CH2:39][CH2:40][C:41]([OH:43])=[O:42])[CH2:35][CH2:34]1)=[O:31])([CH3:28])([CH3:27])[CH3:26].O[C:45]1[CH:46]=[N:47][C:48]2[C:53]([C:54]=1[CH:55]=O)=[CH:52][C:51]([O:57][CH3:58])=[CH:50][CH:49]=2.N1(C2CCCCCCCCCC2)CCCN=CCCCCC1. Product: [C:25]([O:29][C:30](=[O:31])[NH:32][C@H:33]1[CH2:34][CH2:35][C@H:36]([CH2:39][C:40]2[C:41](=[O:43])[O:42][C:45]3[CH:46]=[N:47][C:48]4[C:53]([C:54]=3[CH:55]=2)=[CH:52][C:51]([O:57][CH3:58])=[CH:50][CH:49]=4)[CH2:37][CH2:38]1)([CH3:28])([CH3:26])[CH3:27]. The catalyst class is: 42. (2) Reactant: [NH2:1][C:2]1[C:7]([C:8]#[N:9])=[C:6]([C:10]2[CH:11]=[C:12]([NH:16][C:17](=[O:26])[CH2:18][CH2:19][N:20]3[CH2:25][CH2:24][CH2:23][CH2:22][CH2:21]3)[CH:13]=[CH:14][CH:15]=2)[CH:5]=[C:4]([C:27]2[CH:32]=[CH:31][CH:30]=[CH:29][C:28]=2[O:33][Si](C(C)(C)C)(C)C)[N:3]=1.[ClH:41]. Product: [ClH:41].[NH2:1][C:2]1[C:7]([C:8]#[N:9])=[C:6]([C:10]2[CH:11]=[C:12]([NH:16][C:17](=[O:26])[CH2:18][CH2:19][N:20]3[CH2:25][CH2:24][CH2:23][CH2:22][CH2:21]3)[CH:13]=[CH:14][CH:15]=2)[CH:5]=[C:4]([C:27]2[CH:32]=[CH:31][CH:30]=[CH:29][C:28]=2[OH:33])[N:3]=1. The catalyst class is: 12.